This data is from Full USPTO retrosynthesis dataset with 1.9M reactions from patents (1976-2016). The task is: Predict the reactants needed to synthesize the given product. Given the product [CH2:1]([O:3][C:4]([C:6]1([C:9]2[CH:10]=[CH:11][C:12]([C:15]3[CH:16]=[CH:17][C:18]([C:21]4[S:22][C:23]([Cl:29])=[CH:24][C:25]=4[NH:39][C:44]([O:38][C@@H:36]([C:30]4[CH:35]=[CH:34][CH:33]=[CH:32][CH:31]=4)[CH3:37])=[O:48])=[CH:19][CH:20]=3)=[CH:13][CH:14]=2)[CH2:8][CH2:7]1)=[O:5])[CH3:2], predict the reactants needed to synthesize it. The reactants are: [CH2:1]([O:3][C:4]([C:6]1([C:9]2[CH:14]=[CH:13][C:12]([C:15]3[CH:20]=[CH:19][C:18]([C:21]4[S:22][C:23]([Cl:29])=[CH:24][C:25]=4C(=O)N)=[CH:17][CH:16]=3)=[CH:11][CH:10]=2)[CH2:8][CH2:7]1)=[O:5])[CH3:2].[C:30]1([C@H:36]([OH:38])[CH3:37])[CH:35]=[CH:34][CH:33]=[CH:32][CH:31]=1.[N:39]1[CH:44]=CC=CC=1.FC(F)(F)C(OI(C1C=CC=CC=1)OC(=O)C(F)(F)F)=[O:48].